From a dataset of Full USPTO retrosynthesis dataset with 1.9M reactions from patents (1976-2016). Predict the reactants needed to synthesize the given product. (1) Given the product [F:13][C:14]1[C:19]([C:2]2[CH:7]=[CH:6][C:5]([N+:8]([O-:10])=[O:9])=[CH:4][C:3]=2[O:11][CH3:12])=[CH:18][CH:17]=[CH:16][N:15]=1, predict the reactants needed to synthesize it. The reactants are: I[C:2]1[CH:7]=[CH:6][C:5]([N+:8]([O-:10])=[O:9])=[CH:4][C:3]=1[O:11][CH3:12].[F:13][C:14]1[C:19](B(O)O)=[CH:18][CH:17]=[CH:16][N:15]=1.C(=O)([O-])O.[Na+].O1CCOCC1. (2) Given the product [N:16]1[C:17]2[C:22](=[CH:21][CH:20]=[CH:19][CH:18]=2)[CH:23]=[CH:24][C:15]=1[N:11]1[CH2:12][CH2:13][CH2:14][CH:9]([O:8][C:3]2[C:2]([N:25]3[CH2:30][CH2:29][CH:28]([CH2:31][OH:32])[CH2:27][CH2:26]3)=[N:7][CH:6]=[CH:5][N:4]=2)[CH2:10]1, predict the reactants needed to synthesize it. The reactants are: Cl[C:2]1[C:3]([O:8][CH:9]2[CH2:14][CH2:13][CH2:12][N:11]([C:15]3[CH:24]=[CH:23][C:22]4[C:17](=[CH:18][CH:19]=[CH:20][CH:21]=4)[N:16]=3)[CH2:10]2)=[N:4][CH:5]=[CH:6][N:7]=1.[NH:25]1[CH2:30][CH2:29][CH:28]([CH2:31][OH:32])[CH2:27][CH2:26]1.C([O-])([O-])=O.[K+].[K+].CC(O)C. (3) Given the product [CH2:16]([O:18][C:19]([C:21]1[S:25][C:24]([NH:26][C:9](=[O:10])[O:11][C:12]([CH3:13])([CH3:14])[CH3:15])=[N:23][C:22]=1[C:27]([F:29])([F:30])[F:28])=[O:20])[CH3:17], predict the reactants needed to synthesize it. The reactants are: [C:9](O[C:9]([O:11][C:12]([CH3:15])([CH3:14])[CH3:13])=[O:10])([O:11][C:12]([CH3:15])([CH3:14])[CH3:13])=[O:10].[CH2:16]([O:18][C:19]([C:21]1[S:25][C:24]([NH2:26])=[N:23][C:22]=1[C:27]([F:30])([F:29])[F:28])=[O:20])[CH3:17]. (4) Given the product [N+:19]([C:16]1[CH:17]=[CH:18][C:13]([N:3]2[CH:4]=[C:5]([C:7]([O:9][CH2:10][CH3:11])=[O:8])[N:6]=[C:2]2[S:1][C:13]2[CH:18]=[CH:17][C:16]([N+:19]([O-:20])=[O:28])=[CH:15][CH:14]=2)=[CH:14][CH:15]=1)([O-:21])=[O:20], predict the reactants needed to synthesize it. The reactants are: [SH:1][C:2]1[NH:3][CH:4]=[C:5]([C:7]([O:9][CH2:10][CH3:11])=[O:8])[N:6]=1.F[C:13]1[CH:18]=[CH:17][C:16]([N+:19]([O-:21])=[O:20])=[CH:15][CH:14]=1.C(=O)([O-])[O-].[K+].[K+].[OH2:28]. (5) Given the product [Br:1][C:2]1[CH:14]=[CH:13][C:5]([CH2:6][N:7]2[S:23](=[O:25])(=[O:24])[N:26]([C:27]([O:29][CH3:30])=[O:28])[CH2:10][CH2:9][CH:8]2[CH3:12])=[C:4]([F:15])[CH:3]=1, predict the reactants needed to synthesize it. The reactants are: [Br:1][C:2]1[CH:14]=[CH:13][C:5]([CH2:6][NH:7][CH:8]([CH3:12])[CH2:9][CH2:10]O)=[C:4]([F:15])[CH:3]=1.CC[N+]([S:23]([N:26]=[C:27]([O:29][CH3:30])[O-:28])(=[O:25])=[O:24])(CC)CC. (6) Given the product [CH3:30][S:27]([C:24]1[CH:25]=[CH:26][C:21]([C:19]([N:15]2[CH2:14][C:13]3[CH:31]=[C:9]([C:4]4[CH:5]=[CH:6][C:7]5[NH:8][C:37](=[O:38])[NH:1][C:2]=5[CH:3]=4)[CH:10]=[CH:11][C:12]=3[O:18][CH2:17][CH2:16]2)=[O:20])=[CH:22][CH:23]=1)(=[O:29])=[O:28], predict the reactants needed to synthesize it. The reactants are: [NH2:1][C:2]1[CH:3]=[C:4]([C:9]2[CH:10]=[CH:11][C:12]3[O:18][CH2:17][CH2:16][N:15]([C:19]([C:21]4[CH:26]=[CH:25][C:24]([S:27]([CH3:30])(=[O:29])=[O:28])=[CH:23][CH:22]=4)=[O:20])[CH2:14][C:13]=3[CH:31]=2)[CH:5]=[CH:6][C:7]=1[NH2:8].C1N=CN([C:37](N2C=NC=C2)=[O:38])C=1. (7) Given the product [CH:1]1([CH2:4][O:5][C:6]2[CH:11]=[CH:10][C:9]([CH2:12][CH3:13])=[CH:8][C:7]=2[C:14]2[C:15]3[N:22]([CH2:30][O:31][CH2:32][CH2:33][Si:34]([CH3:37])([CH3:36])[CH3:35])[C:21]([CH3:23])=[C:20]([C:24]([O:26][CH2:27][CH3:28])=[O:25])[C:16]=3[N:17]=[CH:18][N:19]=2)[CH2:3][CH2:2]1, predict the reactants needed to synthesize it. The reactants are: [CH:1]1([CH2:4][O:5][C:6]2[CH:11]=[CH:10][C:9]([CH2:12][CH3:13])=[CH:8][C:7]=2[C:14]2[C:15]3[NH:22][C:21]([CH3:23])=[C:20]([C:24]([O:26][CH2:27][CH3:28])=[O:25])[C:16]=3[N:17]=[CH:18][N:19]=2)[CH2:3][CH2:2]1.Cl[CH2:30][O:31][CH2:32][CH2:33][Si:34]([CH3:37])([CH3:36])[CH3:35]. (8) Given the product [CH2:24]([O:22][C:21]([C:12]1[N:11]=[N:10][N:9]([C:3]2[CH:4]=[CH:5][C:6]([OH:8])=[CH:7][C:2]=2[OH:1])[C:13]=1[C:14]1[CH:15]=[CH:16][C:17]([F:20])=[CH:18][CH:19]=1)=[O:23])[CH3:25], predict the reactants needed to synthesize it. The reactants are: [OH:1][C:2]1[CH:7]=[C:6]([OH:8])[CH:5]=[CH:4][C:3]=1[N:9]1[C:13]([C:14]2[CH:19]=[CH:18][C:17]([F:20])=[CH:16][CH:15]=2)=[C:12]([C:21]([OH:23])=[O:22])[N:11]=[N:10]1.[CH3:24][CH2:25]O.